This data is from Forward reaction prediction with 1.9M reactions from USPTO patents (1976-2016). The task is: Predict the product of the given reaction. The product is: [CH:2]1([NH:8][C:9]2[C:10]3[CH:27]=[N:26][N:25]([CH2:28][CH3:29])[C:11]=3[N:12]=[CH:13][C:14]=2[C:15]2[CH2:19][C:18]3([CH2:24][CH2:23][N:22]([CH2:36][CH:38]4[CH2:40][CH2:39]4)[CH2:21][CH2:20]3)[O:17][N:16]=2)[CH2:3][CH2:4][CH2:5][CH2:6][CH2:7]1. Given the reactants Cl.[CH:2]1([NH:8][C:9]2[C:10]3[CH:27]=[N:26][N:25]([CH2:28][CH3:29])[C:11]=3[N:12]=[CH:13][C:14]=2[C:15]2[CH2:19][C:18]3([CH2:24][CH2:23][NH:22][CH2:21][CH2:20]3)[O:17][N:16]=2)[CH2:7][CH2:6][CH2:5][CH2:4][CH2:3]1.C(=O)([O-])[O-].[K+].[K+].[CH3:36]Cl.[CH2:38]1[CH2:40][CH2:39]1.O, predict the reaction product.